Dataset: Catalyst prediction with 721,799 reactions and 888 catalyst types from USPTO. Task: Predict which catalyst facilitates the given reaction. (1) Reactant: O1CCCC1.[CH:6]1([O:11][C:12]2[CH:17]=[CH:16][C:15]([CH2:18][C:19](Cl)=[N:20][OH:21])=[CH:14][CH:13]=2)[CH2:10][CH2:9][CH2:8][CH2:7]1.[C:23]([C:25]1[C:26]([NH2:31])=[N:27][CH:28]=[CH:29][CH:30]=1)#[CH:24].C(N(CC)CC)C. Product: [CH:6]1([O:11][C:12]2[CH:17]=[CH:16][C:15]([CH2:18][C:19]3[CH:24]=[C:23]([C:25]4[C:26]([NH2:31])=[N:27][CH:28]=[CH:29][CH:30]=4)[O:21][N:20]=3)=[CH:14][CH:13]=2)[CH2:10][CH2:9][CH2:8][CH2:7]1. The catalyst class is: 6. (2) Reactant: [NH2:1][C:2]1[C:3]([C:22]2[CH:27]=[CH:26][CH:25]=[CH:24][CH:23]=2)=[N:4][C:5]2[C:10]([C:11]=1[C:12]([NH:14][NH:15][C:16]1[CH:21]=[CH:20][CH:19]=[CH:18][CH:17]=1)=[O:13])=[CH:9][CH:8]=[CH:7][CH:6]=2.Cl[C:29]([O:31][CH3:32])=[O:30]. Product: [NH2:1][C:2]1[C:3]([C:22]2[CH:27]=[CH:26][CH:25]=[CH:24][CH:23]=2)=[N:4][C:5]2[C:10]([C:11]=1[C:12]([NH:14][N:15]([C:16]1[CH:21]=[CH:20][CH:19]=[CH:18][CH:17]=1)[C:29]([O:31][CH3:32])=[O:30])=[O:13])=[CH:9][CH:8]=[CH:7][CH:6]=2. The catalyst class is: 11. (3) Reactant: [Br:1][C:2]1[CH:7]=[CH:6][C:5]([CH:8]([CH2:20][CH:21]=[CH2:22])[CH2:9][C:10]([C:12]2[CH:13]=[N:14][C:15]([O:18]C)=[CH:16][CH:17]=2)=[O:11])=[CH:4][CH:3]=1.Cl. Product: [Br:1][C:2]1[CH:3]=[CH:4][C:5]([CH:8]([CH2:20][CH:21]=[CH2:22])[CH2:9][C:10]([C:12]2[CH:17]=[CH:16][C:15](=[O:18])[NH:14][CH:13]=2)=[O:11])=[CH:6][CH:7]=1. The catalyst class is: 12. (4) Reactant: [CH3:1][C:2]1[N:11]=[CH:10][CH:9]=[CH:8][C:3]=1[C:4](OC)=[O:5].[H-].[Al+3].[Li+].[H-].[H-].[H-].C(OCC)(=O)C. Product: [CH3:1][C:2]1[N:11]=[CH:10][CH:9]=[CH:8][C:3]=1[CH:4]=[O:5]. The catalyst class is: 1. (5) The catalyst class is: 9. Reactant: [CH2:1]([C:3]1[CH:24]=[CH:23][CH:22]=[C:21]([CH3:25])[C:4]=1[CH2:5][NH:6][C:7]1[C:15]2[NH:14][C:13]([CH3:19])(C(O)=O)[N:12]([CH3:20])[C:11]=2[CH:10]=[CH:9][CH:8]=1)[CH3:2].[NH:26]1[CH2:30][CH2:29][CH2:28][CH2:27]1.[Cl-].[NH4+].O.[O:34]1CCC[CH2:35]1. Product: [CH2:1]([C:3]1[CH:24]=[CH:23][CH:22]=[C:21]([CH3:25])[C:4]=1[CH2:5][NH:6][C:7]1[C:15]2[N:14]=[C:13]([CH3:19])[N:12]([CH3:20])[C:11]=2[CH:10]=[C:9]([C:35]([N:26]2[CH2:30][CH2:29][CH2:28][CH2:27]2)=[O:34])[CH:8]=1)[CH3:2]. (6) Reactant: [CH3:1][C:2]1[NH:3][CH:4]=[CH:5][N:6]=1.[CH3:7][N:8]([CH3:13])[S:9](Cl)(=[O:11])=[O:10].C(N(CC)CC)C. Product: [CH3:7][N:8]([CH3:13])[S:9]([N:3]1[CH:4]=[CH:5][N:6]=[C:2]1[CH3:1])(=[O:11])=[O:10]. The catalyst class is: 4. (7) Reactant: [Cl-].[CH2:2]([N+:6]1[CH:10]=[CH:9][N:8]([CH3:11])[CH:7]=1)[CH2:3][CH2:4][CH3:5].[Cl-].[K+].[F:14][C:15]([F:30])([S:26]([O-:29])(=[O:28])=[O:27])[CH:16]([F:25])[O:17][C:18]([F:24])([F:23])[C:19]([F:22])([F:21])[F:20].[K+]. Product: [F:30][C:15]([F:14])([S:26]([O-:29])(=[O:27])=[O:28])[CH:16]([F:25])[O:17][C:18]([F:23])([F:24])[C:19]([F:20])([F:22])[F:21].[CH2:2]([N+:6]1[CH:10]=[CH:9][N:8]([CH3:11])[CH:7]=1)[CH2:3][CH2:4][CH3:5]. The catalyst class is: 21.